Dataset: Catalyst prediction with 721,799 reactions and 888 catalyst types from USPTO. Task: Predict which catalyst facilitates the given reaction. (1) Reactant: [O:1]1[CH:5]=[CH:4][CH:3]=[C:2]1[C:6]1[C:7]2[NH:15][N:14]=[N:13][C:8]=2[N:9]=[C:10]([NH2:12])[N:11]=1.[CH3:16][O:17][C:18]1[CH:25]=[CH:24][C:23]([N+:26]([O-:28])=[O:27])=[CH:22][C:19]=1[CH2:20]Br. Product: [O:1]1[CH:5]=[CH:4][CH:3]=[C:2]1[C:6]1[C:7]2[N:15]=[N:14][N:13]([CH2:20][C:19]3[CH:22]=[C:23]([N+:26]([O-:28])=[O:27])[CH:24]=[CH:25][C:18]=3[O:17][CH3:16])[C:8]=2[N:9]=[C:10]([NH2:12])[N:11]=1. The catalyst class is: 18. (2) Reactant: [CH3:1][O:2][C:3]([C:5]1[S:6][C:7]([C:10]([OH:12])=O)=[CH:8][CH:9]=1)=[O:4].CN1CCOCC1.ClC(OCC(C)C)=O.[NH2:28][CH2:29][C:30]1[C:39]2[C:34](=[CH:35][CH:36]=[CH:37][CH:38]=2)[CH:33]=[CH:32][CH:31]=1. Product: [CH3:1][O:2][C:3]([C:5]1[S:6][C:7]([C:10](=[O:12])[NH:28][CH2:29][C:30]2[C:39]3[C:34](=[CH:35][CH:36]=[CH:37][CH:38]=3)[CH:33]=[CH:32][CH:31]=2)=[CH:8][CH:9]=1)=[O:4]. The catalyst class is: 2. (3) Reactant: [NH2:1][C:2]1[CH:7]=[CH:6][CH:5]=[CH:4][C:3]=1[C:8](O)([CH3:13])[CH2:9][CH:10]1[CH2:12][CH2:11]1.S(=O)(=O)(O)O.[H][H]. Product: [CH:10]1([CH2:9][CH:8]([C:3]2[CH:4]=[CH:5][CH:6]=[CH:7][C:2]=2[NH2:1])[CH3:13])[CH2:12][CH2:11]1. The catalyst class is: 19.